This data is from Full USPTO retrosynthesis dataset with 1.9M reactions from patents (1976-2016). The task is: Predict the reactants needed to synthesize the given product. (1) Given the product [Si:1]([O:8][CH2:9][C:10]1[N:11]=[C:12]([C:15]2([C:21]3[CH:29]=[CH:28][C:24]([C:25]([N:31]([CH3:32])[CH3:30])=[O:26])=[CH:23][CH:22]=3)[CH2:16][CH2:17][O:18][CH2:19][CH2:20]2)[S:13][CH:14]=1)([C:4]([CH3:5])([CH3:6])[CH3:7])([CH3:2])[CH3:3], predict the reactants needed to synthesize it. The reactants are: [Si:1]([O:8][CH2:9][C:10]1[N:11]=[C:12]([C:15]2([C:21]3[CH:29]=[CH:28][C:24]([C:25](O)=[O:26])=[CH:23][CH:22]=3)[CH2:20][CH2:19][O:18][CH2:17][CH2:16]2)[S:13][CH:14]=1)([C:4]([CH3:7])([CH3:6])[CH3:5])([CH3:3])[CH3:2].[CH3:30][NH:31][CH3:32].CCN(C(C)C)C(C)C.CN(C(ON1N=NC2C=CC=NC1=2)=[N+](C)C)C.F[P-](F)(F)(F)(F)F. (2) Given the product [CH:37]([O:36][C:34](=[O:35])[C@@H:33]([N:32]=[P:30]([O:29][C:28]1[CH:41]=[CH:42][CH:43]=[CH:44][C:27]=1[O:9][CH2:8][C@:5]1([F:10])[C@@H:6]([OH:7])[C@:2]([F:1])([CH3:19])[C@H:3]([N:11]2[CH:16]=[CH:15][C:14](=[O:17])[NH:13][C:12]2=[O:18])[O:4]1)=[O:31])[CH3:40])([CH3:38])[CH3:39], predict the reactants needed to synthesize it. The reactants are: [F:1][C@:2]1([CH3:19])[C@H:6]([OH:7])[C@@:5]([F:10])([CH2:8][OH:9])[O:4][C@H:3]1[N:11]1[CH:16]=[CH:15][C:14](=[O:17])[NH:13][C:12]1=[O:18].C([Mg]Cl)(C)(C)C.Cl[C:27]1[CH:44]=[CH:43][CH:42]=[CH:41][C:28]=1[O:29][P:30](=[N:32][C@@H:33]([CH3:40])[C:34]([O:36][CH:37]([CH3:39])[CH3:38])=[O:35])=[O:31].CO. (3) The reactants are: [NH2:1][C:2]1[CH:3]=[C:4]([CH:8]=[CH:9][CH:10]=1)[C:5]([OH:7])=O.[CH3:11][N:12]1[CH2:17][CH2:16][NH:15][CH2:14][CH2:13]1.CCN=C=NCCCN(C)C.Cl.CCN(CC)CC.C([O-])(O)=O.[Na+]. Given the product [NH2:1][C:2]1[CH:3]=[C:4]([C:5]([N:15]2[CH2:16][CH2:17][N:12]([CH3:11])[CH2:13][CH2:14]2)=[O:7])[CH:8]=[CH:9][CH:10]=1, predict the reactants needed to synthesize it. (4) Given the product [CH3:10][C@H:11]1[CH2:20][C@@H:19]([N:21]([C:25]2[CH:30]=[CH:29][CH:28]=[CH:27][CH:26]=2)[C:22](=[O:24])[CH3:23])[C:18]2[C:13](=[CH:14][CH:15]=[CH:16][CH:17]=2)[N:12]1[C:1]([C:2]1[CH:3]=[N:4][CH:5]=[CH:6][CH:7]=1)=[O:8], predict the reactants needed to synthesize it. The reactants are: [C:1](Cl)(=[O:8])[C:2]1[CH:7]=[CH:6][CH:5]=[N:4][CH:3]=1.[CH3:10][CH:11]1[CH2:20][CH:19]([N:21]([C:25]2[CH:30]=[CH:29][CH:28]=[CH:27][CH:26]=2)[C:22](=[O:24])[CH3:23])[C:18]2[C:13](=[CH:14][CH:15]=[CH:16][CH:17]=2)[NH:12]1.C(N(C(C)C)C(C)C)C.ClCCl. (5) Given the product [Cl:1][C:2]1[CH:3]=[CH:4][C:5]([C:8]2([CH3:35])[C:12]([C:14]3[CH:15]=[CH:16][C:17]([Cl:20])=[CH:18][CH:19]=3)([CH3:13])[N:11]([C:36]([Cl:38])=[O:37])[C:10]([C:21]3[CH:26]=[CH:25][C:24]([C:27]([C:28]#[N:29])([CH3:30])[CH3:31])=[CH:23][C:22]=3[O:32][CH2:33][CH3:34])=[N:9]2)=[CH:6][CH:7]=1, predict the reactants needed to synthesize it. The reactants are: [Cl:1][C:2]1[CH:7]=[CH:6][C:5]([C:8]2([CH3:35])[C:12]([C:14]3[CH:19]=[CH:18][C:17]([Cl:20])=[CH:16][CH:15]=3)([CH3:13])[NH:11][C:10]([C:21]3[CH:26]=[CH:25][C:24]([C:27]([CH3:31])([CH3:30])[C:28]#[N:29])=[CH:23][C:22]=3[O:32][CH2:33][CH3:34])=[N:9]2)=[CH:4][CH:3]=1.[C:36](Cl)([Cl:38])=[O:37].